Dataset: Full USPTO retrosynthesis dataset with 1.9M reactions from patents (1976-2016). Task: Predict the reactants needed to synthesize the given product. (1) Given the product [Cl:1][C:2]1[CH:10]=[C:9]2[C:5]([C:6]([CH2:16][CH2:17][CH2:18][O:19][C:28]3[C:29]4[CH2:20][CH2:21][CH2:22][CH2:23][C:24]=4[CH:25]=[CH:26][CH:27]=3)=[C:7]([C:11]([O:13][CH2:14][CH3:15])=[O:12])[NH:8]2)=[CH:4][CH:3]=1, predict the reactants needed to synthesize it. The reactants are: [Cl:1][C:2]1[CH:10]=[C:9]2[C:5]([C:6]([CH2:16][CH2:17][CH2:18][OH:19])=[C:7]([C:11]([O:13][CH2:14][CH3:15])=[O:12])[NH:8]2)=[CH:4][CH:3]=1.[C:20]1(O)[C:29]2[CH2:28][CH2:27][CH2:26][CH2:25][C:24]=2[CH:23]=[CH:22][CH:21]=1. (2) Given the product [C:3]([C:2]1[C:10]2[C:9]([CH:8]=[CH:14][CH:13]=[CH:12][CH:11]=2)=[C:5]([C:6]([OH:7])=[O:15])[C:1]=1[CH2:25][CH3:26])#[N:17], predict the reactants needed to synthesize it. The reactants are: [C:1]([C:5]1[C:6](=[O:15])[O:7][C:8]2[C:9]=1[CH:10]=[CH:11][CH:12]=[CH:13][CH:14]=2)(=O)[CH2:2][CH3:3].C(CC(OCC)=O)#[N:17].[O-][CH2:25][CH3:26].[Na+].[Na].